Dataset: Forward reaction prediction with 1.9M reactions from USPTO patents (1976-2016). Task: Predict the product of the given reaction. (1) Given the reactants Cl[C:2]1[CH:7]=[C:6]([C:8]2[CH:13]=[CH:12][CH:11]=[CH:10][CH:9]=2)[N:5]=[C:4]([NH:14][C:15](=[O:32])[CH2:16][CH2:17][C:18]([C:20]2[CH:25]=[CH:24][C:23]([O:26][CH2:27][CH3:28])=[C:22](OCC)[CH:21]=2)=[O:19])[CH:3]=1.[C:33]1([C:52]2[CH:57]=[CH:56][CH:55]=[CH:54][CH:53]=2)C=CC=C[C:34]=1P(C1CCCCC1)C1CCCCC1.C(=O)([O-])[O-].[K+].[K+].C(/B(O)O)=C\CCCCCC, predict the reaction product. The product is: [O:26]1[C:23]2[CH:22]=[CH:21][C:20]([C:18](=[O:19])[CH2:17][CH2:16][C:15]([NH:14][C:4]3[CH:3]=[C:2](/[CH:34]=[CH:33]/[CH2:52][CH2:53][CH2:54][CH2:55][CH2:56][CH3:57])[CH:7]=[C:6]([C:8]4[CH:13]=[CH:12][CH:11]=[CH:10][CH:9]=4)[N:5]=3)=[O:32])=[CH:25][C:24]=2[CH2:28][CH2:27]1. (2) Given the reactants [Cl:1][C:2]([Cl:30])([Cl:29])[CH2:3][O:4][C:5]([C@@H:7]1[CH2:12][CH2:11][CH2:10][N:9]([C:13](=[O:28])[C@@H:14]([NH:20][C:21]([O:23]C(C)(C)C)=O)[CH2:15][O:16][CH:17]([F:19])[F:18])[NH:8]1)=[O:6].FC(F)(F)S(O[Si](C)(C)C)(=O)=O.C(N(CC)C(C)C)(C)C.[C:52]([O:56][C:57]([NH:59][C@H:60](C(O)=O)[CH:61]([CH3:63])[CH3:62])=[O:58])([CH3:55])([CH3:54])[CH3:53].F[P-](F)(F)(F)(F)F.CN(C(N(C)C)=[N+]1C2C(=NC=CC=2)[N+]([O-])=N1)C, predict the reaction product. The product is: [Cl:30][C:2]([Cl:1])([Cl:29])[CH2:3][O:4][C:5]([C@@H:7]1[CH2:12][CH2:11][CH2:10][N:9]([C:13](=[O:28])[C@@H:14]([NH:20][C:21](=[O:23])[C@@H:60]([NH:59][C:57]([O:56][C:52]([CH3:54])([CH3:53])[CH3:55])=[O:58])[CH:61]([CH3:63])[CH3:62])[CH2:15][O:16][CH:17]([F:18])[F:19])[NH:8]1)=[O:6]. (3) Given the reactants CC1(C)C[CH:10]([NH2:12])[C:9]2[C:4](=[CH:5][CH:6]=[CH:7]C=2)[O:3]1.[O:14]1[C:18]2[CH:19]=[CH:20][CH:21]=[C:22]([CH2:23][CH2:24][C:25]([OH:27])=O)[C:17]=2[O:16][CH2:15]1.CCN=C=NCCCN(C)C.[ClH:39].[CH:40]1[CH:41]=[CH:42][C:43]2N(O)N=N[C:44]=2[CH:45]=1.C(N(CC)CC)C, predict the reaction product. The product is: [O:14]1[C:18]2[CH:19]=[CH:20][CH:21]=[C:22]([CH2:23][CH2:24][C:25]([NH:12][CH:10]3[C:43]4[C:44](=[CH:45][CH:40]=[C:41]([Cl:39])[CH:42]=4)[O:3][C:4]4([CH2:5][CH2:6][CH2:7]4)[CH2:9]3)=[O:27])[C:17]=2[O:16][CH2:15]1. (4) Given the reactants [OH:1][CH:2](C)[CH2:3][CH2:4][CH2:5][NH:6][S:7]([C:10]1[CH:15]=[CH:14][C:13]([C:16]2[CH:21]=[CH:20][C:19]([C:22]([F:25])([F:24])[F:23])=[CH:18][CH:17]=2)=[CH:12][CH:11]=1)(=[O:9])=[O:8].[CH3:27]I, predict the reaction product. The product is: [OH:1][CH2:2][CH2:3][CH2:4][CH2:5][N:6]([CH3:27])[S:7]([C:10]1[CH:11]=[CH:12][C:13]([C:16]2[CH:17]=[CH:18][C:19]([C:22]([F:25])([F:24])[F:23])=[CH:20][CH:21]=2)=[CH:14][CH:15]=1)(=[O:8])=[O:9]. (5) Given the reactants Cl.C[O:3][C:4](=[O:38])[C:5]1[CH:10]=[CH:9][C:8]([O:11][C:12]2[CH:17]=[CH:16][C:15]([CH2:18][C@H:19]([NH2:37])[C:20]3[N:21]([CH2:33][CH2:34][CH2:35][CH3:36])[CH:22]=[C:23]([C:25]4[CH:30]=[CH:29][C:28]([Cl:31])=[CH:27][C:26]=4[Cl:32])[N:24]=3)=[CH:14][CH:13]=2)=[CH:7][CH:6]=1.[CH3:39][N:40]([CH3:50])[C:41]1[CH:49]=[CH:48][C:44]([C:45](O)=[O:46])=[CH:43][CH:42]=1, predict the reaction product. The product is: [CH2:33]([N:21]1[CH:22]=[C:23]([C:25]2[CH:30]=[CH:29][C:28]([Cl:31])=[CH:27][C:26]=2[Cl:32])[N:24]=[C:20]1[C@@H:19]([NH:37][C:45](=[O:46])[C:44]1[CH:43]=[CH:42][C:41]([N:40]([CH3:39])[CH3:50])=[CH:49][CH:48]=1)[CH2:18][C:15]1[CH:16]=[CH:17][C:12]([O:11][C:8]2[CH:9]=[CH:10][C:5]([C:4]([OH:3])=[O:38])=[CH:6][CH:7]=2)=[CH:13][CH:14]=1)[CH2:34][CH2:35][CH3:36]. (6) Given the reactants [CH2:1]([NH:3][C:4]([NH:6][C:7]1[N:12]=[CH:11][C:10]([C:13]2[C:14]([O:23][CH:24]3[CH2:29][CH2:28][N:27]([C:30]([O:32][C:33]([CH3:36])([CH3:35])[CH3:34])=[O:31])[CH2:26][CH2:25]3)=[N:15][CH:16]=[C:17]([C:19]([NH:21][NH2:22])=[O:20])[CH:18]=2)=[C:9]([C:37]2[S:38][CH:39]=[C:40]([C:42]([F:45])([F:44])[F:43])[N:41]=2)[CH:8]=1)=[O:5])[CH3:2].[C:46](Cl)(Cl)=[O:47], predict the reaction product. The product is: [CH2:1]([NH:3][C:4]([NH:6][C:7]1[N:12]=[CH:11][C:10]([C:13]2[C:14]([O:23][CH:24]3[CH2:25][CH2:26][N:27]([C:30]([O:32][C:33]([CH3:36])([CH3:34])[CH3:35])=[O:31])[CH2:28][CH2:29]3)=[N:15][CH:16]=[C:17]([C:19]3[O:20][C:46](=[O:47])[NH:22][N:21]=3)[CH:18]=2)=[C:9]([C:37]2[S:38][CH:39]=[C:40]([C:42]([F:43])([F:44])[F:45])[N:41]=2)[CH:8]=1)=[O:5])[CH3:2]. (7) Given the reactants S(Cl)([Cl:3])=O.[CH3:5][C@H:6]1[CH2:11][CH2:10][C@H:9]([NH:12]C(C2C=NC3C(C=2Cl)=CC2OCCOC=2C=3)=O)[CH2:8][CH2:7]1, predict the reaction product. The product is: [ClH:3].[CH3:5][C@H:6]1[CH2:11][CH2:10][C@H:9]([NH2:12])[CH2:8][CH2:7]1. (8) Given the reactants Cl[C:2]1[N:7]=[C:6]([NH:8][C:9]2[CH:14]=[CH:13][C:12]([O:15][CH3:16])=[C:11]([Cl:17])[CH:10]=2)[N:5]=[C:4]([NH:18][CH:19]2[CH2:25][CH2:24][CH2:23][CH2:22][CH2:21][CH2:20]2)[N:3]=1.C(=O)([O-])[O-].[K+].[K+].[I:32][C:33]1[CH:38]=[CH:37][C:36]([OH:39])=[CH:35][CH:34]=1, predict the reaction product. The product is: [Cl:17][C:11]1[CH:10]=[C:9]([NH:8][C:6]2[N:5]=[C:4]([NH:18][CH:19]3[CH2:25][CH2:24][CH2:23][CH2:22][CH2:21][CH2:20]3)[N:3]=[C:2]([O:39][C:36]3[CH:37]=[CH:38][C:33]([I:32])=[CH:34][CH:35]=3)[N:7]=2)[CH:14]=[CH:13][C:12]=1[O:15][CH3:16]. (9) Given the reactants [CH:1]12[CH2:7][CH:4]([CH:5]=[CH:6]1)[CH2:3][CH:2]2[NH:8][C:9]([NH:11][NH2:12])=[S:10].[O:13]1[CH2:18][CH2:17][N:16]([C:19]2[CH:26]=[CH:25][C:22]([CH:23]=O)=[CH:21][C:20]=2[N+:27]([O-:29])=[O:28])[CH2:15][CH2:14]1, predict the reaction product. The product is: [CH:1]12[CH2:7][CH:4]([CH:5]=[CH:6]1)[CH2:3][CH:2]2[NH:8][C:9](=[S:10])[NH:11][N:12]=[CH:23][C:22]1[CH:25]=[CH:26][C:19]([N:16]2[CH2:15][CH2:14][O:13][CH2:18][CH2:17]2)=[C:20]([N+:27]([O-:29])=[O:28])[CH:21]=1.